From a dataset of Full USPTO retrosynthesis dataset with 1.9M reactions from patents (1976-2016). Predict the reactants needed to synthesize the given product. Given the product [CH2:3]([N:10]1[CH2:15][CH2:14][CH2:13][C:12]([OH:20])([C:16]([OH:18])=[O:17])[CH2:11]1)[C:4]1[CH:5]=[CH:6][CH:7]=[CH:8][CH:9]=1, predict the reactants needed to synthesize it. The reactants are: [OH-].[Na+].[CH2:3]([N:10]1[CH2:15][CH2:14][CH2:13][C:12]([OH:20])([C:16]([O:18]C)=[O:17])[CH2:11]1)[C:4]1[CH:9]=[CH:8][CH:7]=[CH:6][CH:5]=1.O.